This data is from Forward reaction prediction with 1.9M reactions from USPTO patents (1976-2016). The task is: Predict the product of the given reaction. The product is: [CH2:1]([O:8][C:9]1[C:14]([C:15]2[CH:20]=[CH:19][CH:18]=[CH:17][CH:16]=2)=[CH:13][CH:12]=[CH:11][C:10]=1[C:21]1[CH:26]=[CH:25][CH:24]=[C:23]([C:27]([C:30]2[CH:35]=[CH:34][CH:33]=[CH:32][C:31]=2[O:36][CH3:37])=[CH2:28])[CH:22]=1)[C:2]1[CH:3]=[CH:4][CH:5]=[CH:6][CH:7]=1. Given the reactants [CH2:1]([O:8][C:9]1[C:14]([C:15]2[CH:20]=[CH:19][CH:18]=[CH:17][CH:16]=2)=[CH:13][CH:12]=[CH:11][C:10]=1[C:21]1[CH:26]=[CH:25][CH:24]=[C:23]([C:27]([C:30]2[CH:35]=[CH:34][CH:33]=[CH:32][C:31]=2[O:36][CH3:37])(O)[CH3:28])[CH:22]=1)[C:2]1[CH:7]=[CH:6][CH:5]=[CH:4][CH:3]=1.C1(C)C=CC(S(O)(=O)=O)=CC=1, predict the reaction product.